This data is from NCI-60 drug combinations with 297,098 pairs across 59 cell lines. The task is: Regression. Given two drug SMILES strings and cell line genomic features, predict the synergy score measuring deviation from expected non-interaction effect. (1) Drug 1: CCC(=C(C1=CC=CC=C1)C2=CC=C(C=C2)OCCN(C)C)C3=CC=CC=C3.C(C(=O)O)C(CC(=O)O)(C(=O)O)O. Drug 2: CN1C(=O)N2C=NC(=C2N=N1)C(=O)N. Cell line: CAKI-1. Synergy scores: CSS=0.141, Synergy_ZIP=-0.545, Synergy_Bliss=0.311, Synergy_Loewe=-2.95, Synergy_HSA=-2.70. (2) Drug 1: CC12CCC(CC1=CCC3C2CCC4(C3CC=C4C5=CN=CC=C5)C)O. Drug 2: C1CCN(CC1)CCOC2=CC=C(C=C2)C(=O)C3=C(SC4=C3C=CC(=C4)O)C5=CC=C(C=C5)O. Cell line: HS 578T. Synergy scores: CSS=4.99, Synergy_ZIP=1.97, Synergy_Bliss=9.12, Synergy_Loewe=3.33, Synergy_HSA=3.82. (3) Drug 1: C1=C(C(=O)NC(=O)N1)F. Drug 2: CC1CCCC2(C(O2)CC(NC(=O)CC(C(C(=O)C(C1O)C)(C)C)O)C(=CC3=CSC(=N3)C)C)C. Cell line: NCI-H322M. Synergy scores: CSS=37.3, Synergy_ZIP=3.67, Synergy_Bliss=5.11, Synergy_Loewe=5.36, Synergy_HSA=5.36. (4) Drug 1: C1=CC=C(C(=C1)C(C2=CC=C(C=C2)Cl)C(Cl)Cl)Cl. Drug 2: C1=CN(C=N1)CC(O)(P(=O)(O)O)P(=O)(O)O. Cell line: OVCAR3. Synergy scores: CSS=-0.200, Synergy_ZIP=-0.633, Synergy_Bliss=-2.16, Synergy_Loewe=-7.28, Synergy_HSA=-4.59. (5) Drug 1: CC1=C2C(C(=O)C3(C(CC4C(C3C(C(C2(C)C)(CC1OC(=O)C(C(C5=CC=CC=C5)NC(=O)OC(C)(C)C)O)O)OC(=O)C6=CC=CC=C6)(CO4)OC(=O)C)O)C)O. Drug 2: CC1C(C(CC(O1)OC2CC(CC3=C2C(=C4C(=C3O)C(=O)C5=C(C4=O)C(=CC=C5)OC)O)(C(=O)CO)O)N)O.Cl. Cell line: SNB-75. Synergy scores: CSS=32.6, Synergy_ZIP=-3.52, Synergy_Bliss=-0.321, Synergy_Loewe=2.06, Synergy_HSA=3.16. (6) Cell line: HCT116. Drug 1: C1=NC2=C(N=C(N=C2N1C3C(C(C(O3)CO)O)F)Cl)N. Synergy scores: CSS=44.6, Synergy_ZIP=-0.215, Synergy_Bliss=3.56, Synergy_Loewe=-9.83, Synergy_HSA=7.05. Drug 2: C(CCl)NC(=O)N(CCCl)N=O.